This data is from Catalyst prediction with 721,799 reactions and 888 catalyst types from USPTO. The task is: Predict which catalyst facilitates the given reaction. Reactant: [Br:1][C:2]1[C:3](=[O:20])[N:4]([C:10]2[CH:19]=[CH:18][C:13]([C:14]([O:16][CH3:17])=[O:15])=[CH:12][CH:11]=2)[C:5]([CH3:9])=[CH:6][C:7]=1[OH:8].[F:21][C:22]1[CH:29]=[C:28]([F:30])[CH:27]=[CH:26][C:23]=1[CH2:24]Br.C([O-])([O-])=O.[K+].[K+].O. Product: [Br:1][C:2]1[C:3](=[O:20])[N:4]([C:10]2[CH:11]=[CH:12][C:13]([C:14]([O:16][CH3:17])=[O:15])=[CH:18][CH:19]=2)[C:5]([CH3:9])=[CH:6][C:7]=1[O:8][CH2:24][C:23]1[CH:26]=[CH:27][C:28]([F:30])=[CH:29][C:22]=1[F:21]. The catalyst class is: 9.